Dataset: Catalyst prediction with 721,799 reactions and 888 catalyst types from USPTO. Task: Predict which catalyst facilitates the given reaction. (1) Reactant: Cl[C:2]1[N:11]=[C:10]([O:12][CH2:13][C@H:14]2[O:19][CH2:18][CH2:17][N:16]([C:20]([O:22][C:23]([CH3:26])([CH3:25])[CH3:24])=[O:21])[CH2:15]2)[C:5]2=[N:6][CH:7]=[CH:8][N:9]=[C:4]2[CH:3]=1.C(=O)([O-])[O-].[Cs+].[Cs+].[CH3:33][N:34]1[C:38]([CH3:39])=[C:37](B2OC(C)(C)C(C)(C)O2)[CH:36]=[N:35]1.[B]. Product: [CH3:33][N:34]1[C:38]([CH3:39])=[C:37]([C:2]2[N:11]=[C:10]([O:12][CH2:13][C@H:14]3[O:19][CH2:18][CH2:17][N:16]([C:20]([O:22][C:23]([CH3:26])([CH3:25])[CH3:24])=[O:21])[CH2:15]3)[C:5]3=[N:6][CH:7]=[CH:8][N:9]=[C:4]3[CH:3]=2)[CH:36]=[N:35]1. The catalyst class is: 70. (2) Reactant: [NH2:1][CH2:2][CH2:3][CH2:4][OH:5].C(N(C(C)C)C(C)C)C.[Cl:15][C:16]1[N:21]=[C:20](Cl)[C:19]([I:23])=[CH:18][N:17]=1. The catalyst class is: 10. Product: [Cl:15][C:16]1[N:21]=[C:20]([NH:1][CH2:2][CH2:3][CH2:4][OH:5])[C:19]([I:23])=[CH:18][N:17]=1. (3) Reactant: [CH2:1]([OH:8])[CH2:2][CH2:3][CH2:4][CH2:5][CH2:6][OH:7].[C:9](O)(=[O:13])[C:10]([CH3:12])=[CH2:11]. Product: [C:9]([O:7][CH2:6][CH2:5][CH2:4][CH2:3][CH2:2][CH2:1][OH:8])(=[O:13])[C:10]([CH3:12])=[CH2:11]. The catalyst class is: 4. (4) Reactant: [CH:1]1([C:4]2[NH:8][C:7]3[C:9]([O:14][CH3:15])=[CH:10][CH:11]=[C:12]([NH2:13])[C:6]=3[N:5]=2)[CH2:3][CH2:2]1.C(N(CC)CC)C.[CH3:23][O:24][C:25]1[CH:30]=[CH:29][C:28]([CH2:31][C:32](Cl)=[O:33])=[CH:27][CH:26]=1. Product: [CH:1]1([C:4]2[NH:8][C:7]3[C:9]([O:14][CH3:15])=[CH:10][CH:11]=[C:12]([NH:13][C:32](=[O:33])[CH2:31][C:28]4[CH:29]=[CH:30][C:25]([O:24][CH3:23])=[CH:26][CH:27]=4)[C:6]=3[N:5]=2)[CH2:3][CH2:2]1. The catalyst class is: 49. (5) Reactant: [C:1]1([CH2:7][O:8][CH2:9][CH2:10][O:11][CH2:12][CH2:13][CH:14]([C:20](OCC)=[O:21])[C:15](OCC)=[O:16])[CH:6]=[CH:5][CH:4]=[CH:3][CH:2]=1.[H-].[H-].[H-].[H-].[Li+].[Al+3].O.[OH-].[Na+]. Product: [C:1]1([CH2:7][O:8][CH2:9][CH2:10][O:11][CH2:12][CH2:13][CH:14]([CH2:15][OH:16])[CH2:20][OH:21])[CH:2]=[CH:3][CH:4]=[CH:5][CH:6]=1. The catalyst class is: 11. (6) Reactant: BrBr.[C:3]1([SH:13])[C:12]2[C:7](=[CH:8][CH:9]=[CH:10][CH:11]=2)[CH:6]=[CH:5][CH:4]=1.[CH2:14](O)[CH3:15]. Product: [C:3]1([S:13][S:13][C:3]2[C:14]3[C:15](=[CH:12][CH:7]=[CH:8][CH:9]=3)[CH:6]=[CH:5][CH:4]=2)[C:12]2[C:7](=[CH:8][CH:9]=[CH:10][CH:11]=2)[CH:6]=[CH:5][CH:4]=1. The catalyst class is: 13. (7) Reactant: [CH:1]1[C:2]([CH2:10][C@@H:11]([NH2:28])[CH2:12][C:13]([N:15]2[CH2:27][C:19]3=[N:20][N:21]=[C:22]([C:23]([F:26])([F:25])[F:24])[N:18]3[CH2:17][CH2:16]2)=[O:14])=[C:3]([F:9])[CH:4]=[C:5]([F:8])[C:6]=1[F:7].[C:29]([OH:36])(=[O:35])/[CH:30]=[CH:31]\[C:32]([OH:34])=[O:33]. Product: [CH:1]1[C:2]([CH2:10][C@@H:11]([NH2:28])[CH2:12][C:13]([N:15]2[CH2:27][C:19]3=[N:20][N:21]=[C:22]([C:23]([F:26])([F:25])[F:24])[N:18]3[CH2:17][CH2:16]2)=[O:14])=[C:3]([F:9])[CH:4]=[C:5]([F:8])[C:6]=1[F:7].[C:29]([O-:36])(=[O:35])/[CH:30]=[CH:31]\[C:32]([O-:34])=[O:33]. The catalyst class is: 5. (8) Reactant: [CH2:1]([O:3][C:4](=[O:16])[CH2:5][N:6]1[C:14]2[C:9](=[CH:10][CH:11]=[C:12]([OH:15])[CH:13]=2)[CH:8]=[CH:7]1)[CH3:2].[F:17][C:18]([F:33])([F:32])[O:19][C:20]1[CH:25]=[CH:24][C:23]([C:26]#[C:27][CH2:28][CH2:29][CH2:30]O)=[CH:22][CH:21]=1.C(P(CCCC)CCCC)CCC.CN(C)C(N=NC(N(C)C)=O)=O. Product: [CH2:1]([O:3][C:4](=[O:16])[CH2:5][N:6]1[C:14]2[C:9](=[CH:10][CH:11]=[C:12]([O:15][CH2:30][CH2:29][CH2:28][C:27]#[C:26][C:23]3[CH:24]=[CH:25][C:20]([O:19][C:18]([F:17])([F:32])[F:33])=[CH:21][CH:22]=3)[CH:13]=2)[CH:8]=[CH:7]1)[CH3:2]. The catalyst class is: 7. (9) Reactant: [Cl:1][C:2]1[CH:7]=[C:6]([F:8])[CH:5]=[C:4]([O:9][CH3:10])[C:3]=1[C:11]1[N:12]=[C:13]([NH2:16])[S:14][CH:15]=1.Cl.[C:18](Cl)(=[O:25])[C:19]1[CH:24]=[CH:23][N:22]=[CH:21][CH:20]=1. Product: [Cl:1][C:2]1[CH:7]=[C:6]([F:8])[CH:5]=[C:4]([O:9][CH3:10])[C:3]=1[C:11]1[N:12]=[C:13]([NH:16][C:18](=[O:25])[C:19]2[CH:24]=[CH:23][N:22]=[CH:21][CH:20]=2)[S:14][CH:15]=1. The catalyst class is: 64.